This data is from Catalyst prediction with 721,799 reactions and 888 catalyst types from USPTO. The task is: Predict which catalyst facilitates the given reaction. (1) Reactant: [CH2:1]([N:3]1[C:7]([NH:8][C:9]2[C:18]3[C:13](=[C:14]([CH3:20])[CH:15]=[C:16](I)[CH:17]=3)[N:12]=[N:11][C:10]=2[C:21]([NH2:23])=[O:22])=[CH:6][CH:5]=[N:4]1)[CH3:2].C([Sn](CCCC)(CCCC)[S:29][CH2:30][CH2:31][CH3:32])CCC.CS(C)=O. Product: [CH2:1]([N:3]1[C:7]([NH:8][C:9]2[C:18]3[C:13](=[C:14]([CH3:20])[CH:15]=[C:16]([S:29][CH2:30][CH2:31][CH3:32])[CH:17]=3)[N:12]=[N:11][C:10]=2[C:21]([NH2:23])=[O:22])=[CH:6][CH:5]=[N:4]1)[CH3:2]. The catalyst class is: 128. (2) Reactant: [Si]([O:8][CH2:9][C:10]1([CH3:36])[S:16][CH2:15][CH2:14][N:13]2[C:17]([C:20]3([C:23]4[CH:28]=[CH:27][C:26]([C:29]5[CH:34]=[CH:33][C:32]([CH3:35])=[CH:31][CH:30]=5)=[CH:25][CH:24]=4)[CH2:22][CH2:21]3)=[N:18][N:19]=[C:12]2[CH2:11]1)(C(C)(C)C)(C)C.Cl. Product: [CH3:36][C:10]1([CH2:9][OH:8])[S:16][CH2:15][CH2:14][N:13]2[C:17]([C:20]3([C:23]4[CH:28]=[CH:27][C:26]([C:29]5[CH:30]=[CH:31][C:32]([CH3:35])=[CH:33][CH:34]=5)=[CH:25][CH:24]=4)[CH2:22][CH2:21]3)=[N:18][N:19]=[C:12]2[CH2:11]1. The catalyst class is: 5. (3) Reactant: CC(C)(C)C([NH:5][C:6]1[CH:11]=[CH:10][C:9]([C:12]([F:15])([F:14])[F:13])=[C:8]([N+:16]([O-:18])=[O:17])[CH:7]=1)=O.C([O-])(O)=O.[Na+]. Product: [N+:16]([C:8]1[CH:7]=[C:6]([CH:11]=[CH:10][C:9]=1[C:12]([F:13])([F:14])[F:15])[NH2:5])([O-:18])=[O:17]. The catalyst class is: 33.